From a dataset of Forward reaction prediction with 1.9M reactions from USPTO patents (1976-2016). Predict the product of the given reaction. Given the reactants COC1C=CC(OC)=CC=1S([NH:14][C@H]1CN(C(OC(C)(C)C)=O)[C@@H](C)C1)(=O)=O.[Br:28][C:29]1[CH:30]=[C:31]([S:35]([NH:38][C@H:39]2[CH2:43][N:42]([C:44](OC(C)(C)C)=O)[C@@H:41]([CH3:51])[CH2:40]2)(=[O:37])=[O:36])[CH:32]=[CH:33][CH:34]=1, predict the reaction product. The product is: [Br:28][C:29]1[CH:30]=[C:31]([S:35]([NH:38][C@@H:39]2[CH2:40][C@H:41]([CH3:51])[N:42]([C:44]#[N:14])[CH2:43]2)(=[O:37])=[O:36])[CH:32]=[CH:33][CH:34]=1.